Dataset: Reaction yield outcomes from USPTO patents with 853,638 reactions. Task: Predict the reaction yield, written as a fraction of the theoretical maximum amount of product (1.0 means a 100% yield; for example, 0.34 means a 34% yield). (1) The reactants are [N:1]1([CH2:11][CH2:12][C:13]([OH:15])=O)[C:10]2[C:5](=[CH:6][CH:7]=[CH:8][CH:9]=2)[CH2:4][CH2:3][CH2:2]1.F[B-](F)(F)F.C1(=O)N(OC(N(C)C)=[N+](C)C)C(=O)CC1.C(N(CC)C(C)C)(C)C.[CH3:45][N:46]([CH3:50])[CH2:47][CH2:48][NH2:49]. The catalyst is CN(C=O)C.[Cl-].[Na+].O. The product is [N:1]1([CH2:11][CH2:12][C:13]([NH:49][CH2:48][CH2:47][N:46]([CH3:50])[CH3:45])=[O:15])[C:10]2[C:5](=[CH:6][CH:7]=[CH:8][CH:9]=2)[CH2:4][CH2:3][CH2:2]1. The yield is 0.550. (2) The reactants are [CH:1]([N:4]1[C:8]([C:9]2[N:10]=[C:11]3[C:17]4[CH:18]=[CH:19][C:20]([C:22]5[CH:23]=[N:24][N:25]([C:27]([CH3:32])([CH3:31])[C:28](O)=[O:29])[CH:26]=5)=[CH:21][C:16]=4[O:15][CH2:14][CH2:13][N:12]3[CH:33]=2)=[N:7][C:6](C)=[N:5]1)([CH3:3])[CH3:2].C([N:38](CC)C(C)C)(C)C.[Cl-].[NH4+].F[P-](F)(F)(F)(F)F.C[N+](C)=C(N(C)C)ON1C2N=CC=CC=2N=N1.C(=O)(O)[O-].[Na+]. The product is [CH:1]([N:4]1[C:8]([C:9]2[N:10]=[C:11]3[C:17]4[CH:18]=[CH:19][C:20]([C:22]5[CH:23]=[N:24][N:25]([C:27]([CH3:31])([CH3:32])[C:28]([NH2:38])=[O:29])[CH:26]=5)=[CH:21][C:16]=4[O:15][CH2:14][CH2:13][N:12]3[CH:33]=2)=[N:7][CH:6]=[N:5]1)([CH3:3])[CH3:2]. The yield is 0.540. The catalyst is CN(C=O)C. (3) The reactants are [C:1]([C:5]1[CH:6]=[C:7]2[C:12](=[C:13]([F:15])[CH:14]=1)[C:11](=[O:16])[N:10]([C:17]1[CH:24]=[CH:23][CH:22]=[C:21]([Cl:25])[C:18]=1[CH:19]=[O:20])[N:9]=[CH:8]2)([CH3:4])([CH3:3])[CH3:2].[BH4-].[Na+]. The catalyst is C(Cl)Cl. The product is [C:1]([C:5]1[CH:6]=[C:7]2[C:12](=[C:13]([F:15])[CH:14]=1)[C:11](=[O:16])[N:10]([C:17]1[CH:24]=[CH:23][CH:22]=[C:21]([Cl:25])[C:18]=1[CH2:19][OH:20])[N:9]=[CH:8]2)([CH3:4])([CH3:2])[CH3:3]. The yield is 0.720. (4) The reactants are [I-].[CH3:2][S+](C)(C)=O.[H-].[Na+].[N:9]1[CH:14]=[CH:13][CH:12]=[C:11](/[CH:15]=[CH:16]/[C:17]([O:19][CH2:20][CH3:21])=[O:18])[CH:10]=1. The catalyst is CS(C)=O. The product is [N:9]1[CH:14]=[CH:13][CH:12]=[C:11]([C@@H:15]2[CH2:2][C@H:16]2[C:17]([O:19][CH2:20][CH3:21])=[O:18])[CH:10]=1. The yield is 0.371. (5) The reactants are Cl[C:2]1[CH:7]=[C:6]([Cl:8])[N:5]=[N:4][C:3]=1[C:9]([O:11][CH2:12][CH3:13])=[O:10].[CH3:14][O:15][C:16]1[CH:17]=[CH:18][C:19]([NH2:25])=[N:20][C:21]=1[CH2:22][CH2:23][CH3:24]. The product is [Cl:8][C:6]1[N:5]=[N:4][C:3]([C:9]([O:11][CH2:12][CH3:13])=[O:10])=[C:2]([NH:25][C:19]2[CH:18]=[CH:17][C:16]([O:15][CH3:14])=[C:21]([CH2:22][CH2:23][CH3:24])[N:20]=2)[CH:7]=1. The catalyst is C(#N)C. The yield is 0.410. (6) The reactants are [Cl:1][C:2]1[C:10]([F:11])=[C:9]2[C:5]([C:6]([S:22][C:23]3[N:28]=[C:27]([C:29]([O:31]C)=[O:30])[CH:26]=[CH:25][CH:24]=3)=[C:7]([CH:19]3[CH2:21][CH2:20]3)[N:8]2[C:12]2[CH:13]=[N:14][N:15]([CH2:17][CH3:18])[CH:16]=2)=[CH:4][CH:3]=1.[OH-].[Na+]. The catalyst is C1COCC1.O. The product is [Cl:1][C:2]1[C:10]([F:11])=[C:9]2[C:5]([C:6]([S:22][C:23]3[N:28]=[C:27]([C:29]([OH:31])=[O:30])[CH:26]=[CH:25][CH:24]=3)=[C:7]([CH:19]3[CH2:20][CH2:21]3)[N:8]2[C:12]2[CH:13]=[N:14][N:15]([CH2:17][CH3:18])[CH:16]=2)=[CH:4][CH:3]=1. The yield is 1.00. (7) The reactants are [CH3:1][N:2]([CH3:21])[S:3]([C:6]1[S:7][C:8]([C:11]2[CH:16]=[CH:15][N:14]=[C:13](S(C)(=O)=O)[N:12]=2)=[CH:9][CH:10]=1)(=[O:5])=[O:4].[NH2:22][C:23]1[CH:24]=[C:25]([CH:29]([OH:31])[CH3:30])[CH:26]=[CH:27][CH:28]=1.FC(F)(F)C(O)=O. The catalyst is CS(C)=O. The product is [CH3:1][N:2]([CH3:21])[S:3]([C:6]1[S:7][C:8]([C:11]2[CH:16]=[CH:15][N:14]=[C:13]([NH:22][C:23]3[CH:28]=[CH:27][CH:26]=[C:25]([CH:29]([OH:31])[CH3:30])[CH:24]=3)[N:12]=2)=[CH:9][CH:10]=1)(=[O:5])=[O:4]. The yield is 0.626. (8) The reactants are [C:1]([N:8]1[CH2:12][CH2:11][C@H:10]([N:13]([CH:21]2[CH2:26][CH2:25][C:24]([CH3:28])([CH3:27])[CH2:23][CH2:22]2)[C:14](=[O:20])[C:15]([CH3:19])([CH3:18])[CH2:16][OH:17])[CH2:9]1)([O:3][C:4]([CH3:7])([CH3:6])[CH3:5])=[O:2].CC(OI1(OC(C)=O)(OC(C)=O)OC(=O)C2C=CC=CC1=2)=O. The catalyst is C(Cl)Cl. The product is [C:1]([N:8]1[CH2:12][CH2:11][C@H:10]([N:13]([CH:21]2[CH2:26][CH2:25][C:24]([CH3:28])([CH3:27])[CH2:23][CH2:22]2)[C:14](=[O:20])[C:15]([CH3:19])([CH3:18])[CH:16]=[O:17])[CH2:9]1)([O:3][C:4]([CH3:5])([CH3:6])[CH3:7])=[O:2]. The yield is 0.900. (9) The reactants are [OH:1][C:2]1[CH:7]=[CH:6][CH:5]=[CH:4][C:3]=1[C:8]1[N:17]=[C:16]([NH:18][C@H:19]2[CH2:23][CH2:22][N:21](C(OC(C)(C)C)=O)[CH2:20]2)[C:15]2[C:10](=[CH:11][CH:12]=[C:13]([C:31]#[C:32][CH2:33][OH:34])[CH:14]=2)[N:9]=1. The catalyst is CO.[Pd]. The product is [OH:34][CH2:33][C:32]#[C:31][C:13]1[CH:14]=[C:15]2[C:10](=[CH:11][CH:12]=1)[N:9]=[C:8]([C:3]1[CH:4]=[CH:5][CH:6]=[CH:7][C:2]=1[OH:1])[N:17]=[C:16]2[NH:18][C@H:19]1[CH2:23][CH2:22][NH:21][CH2:20]1. The yield is 0.250.